Task: Predict which catalyst facilitates the given reaction.. Dataset: Catalyst prediction with 721,799 reactions and 888 catalyst types from USPTO (1) Reactant: [O:1]1CCO[CH:2]1[C:6]1[CH:11]=[CH:10][C:9]([C:12]2(O)[CH2:17][CH2:16][N:15]([C:18]([O:20][CH2:21][C:22]3[CH:27]=[CH:26][CH:25]=[CH:24][CH:23]=3)=[O:19])[CH2:14][CH2:13]2)=[CH:8][C:7]=1[O:29][CH2:30][O:31][CH3:32].C(N(S(F)(F)[F:39])CC)C. Product: [F:39][C:12]1([C:9]2[CH:10]=[CH:11][C:6]([CH:2]=[O:1])=[C:7]([O:29][CH2:30][O:31][CH3:32])[CH:8]=2)[CH2:17][CH2:16][N:15]([C:18]([O:20][CH2:21][C:22]2[CH:27]=[CH:26][CH:25]=[CH:24][CH:23]=2)=[O:19])[CH2:14][CH2:13]1. The catalyst class is: 2. (2) Reactant: [Cl:1][C:2]1[CH:3]=[C:4]2[C:8](=[CH:9][CH:10]=1)[N:7]([C:11]1[N:15]([CH3:16])[N:14]=[C:13]([CH3:17])[C:12]=1[CH2:18][CH2:19][N:20]1[CH2:25][CH2:24][N:23](C(OC(C)(C)C)=O)[CH2:22][C:21]1=[O:33])[CH:6]=[CH:5]2.C(OCC)(=O)C.Cl. Product: [ClH:1].[Cl:1][C:2]1[CH:3]=[C:4]2[C:8](=[CH:9][CH:10]=1)[N:7]([C:11]1[N:15]([CH3:16])[N:14]=[C:13]([CH3:17])[C:12]=1[CH2:18][CH2:19][N:20]1[CH2:25][CH2:24][NH:23][CH2:22][C:21]1=[O:33])[CH:6]=[CH:5]2. The catalyst class is: 13. (3) Reactant: [NH2:1][CH:2]([C:9]1([CH3:14])[CH2:13][CH2:12][CH2:11][CH2:10]1)[CH2:3][C:4]([O:6][CH2:7][CH3:8])=[O:5].[F:15][C:16]1[CH:17]=[C:18]2[C:24]([C:25]3[N:30]=[C:29](S(C)=O)[C:28]([F:34])=[CH:27][N:26]=3)=[CH:23][N:22]([S:35]([C:38]3[CH:43]=[CH:42][C:41]([CH3:44])=[CH:40][CH:39]=3)(=[O:37])=[O:36])[C:19]2=[N:20][CH:21]=1.C(N(CC)C(C)C)(C)C. Product: [F:34][C:28]1[C:29]([NH:1][CH:2]([C:9]2([CH3:14])[CH2:10][CH2:11][CH2:12][CH2:13]2)[CH2:3][C:4]([O:6][CH2:7][CH3:8])=[O:5])=[N:30][C:25]([C:24]2[C:18]3[C:19](=[N:20][CH:21]=[C:16]([F:15])[CH:17]=3)[N:22]([S:35]([C:38]3[CH:43]=[CH:42][C:41]([CH3:44])=[CH:40][CH:39]=3)(=[O:37])=[O:36])[CH:23]=2)=[N:26][CH:27]=1. The catalyst class is: 1. (4) Reactant: [CH3:1][C:2]1[O:3][C:4]([C:8]([OH:10])=O)=[C:5]([CH3:7])[N:6]=1.CCN(C(C)C)C(C)C.[CH3:20][O:21][C:22]1[N:27]=[CH:26][C:25]([N:28]2[CH2:43][CH2:42][C:31]3[N:32]=[CH:33][N:34]=[C:35]([O:36][C@H:37]4[CH2:41][CH2:40][NH:39][CH2:38]4)[C:30]=3[CH2:29]2)=[CH:24][C:23]=1[CH3:44]. Product: [CH3:1][C:2]1[O:3][C:4]([C:8]([N:39]2[CH2:40][CH2:41][C@H:37]([O:36][C:35]3[C:30]4[CH2:29][N:28]([C:25]5[CH:26]=[N:27][C:22]([O:21][CH3:20])=[C:23]([CH3:44])[CH:24]=5)[CH2:43][CH2:42][C:31]=4[N:32]=[CH:33][N:34]=3)[CH2:38]2)=[O:10])=[C:5]([CH3:7])[N:6]=1. The catalyst class is: 3.